From a dataset of Experimentally validated miRNA-target interactions with 360,000+ pairs, plus equal number of negative samples. Binary Classification. Given a miRNA mature sequence and a target amino acid sequence, predict their likelihood of interaction. (1) The miRNA is hsa-miR-379-5p with sequence UGGUAGACUAUGGAACGUAGG. The protein sequence of the target gene is MRSSDDQPSGGTTVLQRLLQEQLRYGNPSENRSLLAIHQQATGNSSPFSTGSGNQGPQNDVLSSQDHHQQQLVAHPARQEPQGQEIQSENGVMEKQLSPRMQNNEELPTYEEAKVQSQYFRGQQHASVGAAFYVTGVTNQKMRTEGRPSVQRLTPGKMHQDEGLRDLKQGHVRSLSERLMQMSLATSGVKAHPPVTSAPLSPPQPNDLYKNATSSSEFYKAQGPPPSQHSLKGMEHRGPPPEYPFKGVPSQSVVCKSQEPGHFYSEHRLNQPGRTEGQLMRYQHPPEYGAARATQDISSL.... Result: 0 (no interaction). (2) The miRNA is hsa-miR-3200-5p with sequence AAUCUGAGAAGGCGCACAAGGU. The protein sequence of the target gene is MEVRKLSISWQFLIVLVLILQILSALDFDPYRVLGVSRTASQADIKKAYKKLAREWHPDKNKDPGAEDKFIQISKAYEILSNEEKRSNYDQYGDAGENQGYQKQQQQREYRFRHFHENFYFDESFFHFPFNSERRDSIDEKYLLHFSHYVNEVVPDSFKKPYLIKITSDWCFSCIHIEPVWKEVIQELEELGVGIGVVHAGYERRLAHHLGAHSTPSILGIINGKISFFHNAVVRENLRQFVESLLPGNLVEKVTNKNYVRFLSGWQQENKPHVLLFDQTPIVPLLYKLTAFAYKDYLSF.... Result: 0 (no interaction).